This data is from Acute oral toxicity (LD50) regression data from Zhu et al.. The task is: Regression/Classification. Given a drug SMILES string, predict its toxicity properties. Task type varies by dataset: regression for continuous values (e.g., LD50, hERG inhibition percentage) or binary classification for toxic/non-toxic outcomes (e.g., AMES mutagenicity, cardiotoxicity, hepatotoxicity). Dataset: ld50_zhu. (1) The drug is CCC(C)NC(=S)C(=S)NC(C)CC. The rat oral LD50 is 4.59, given as -log10 of the dose in mol/kg body weight (higher means more acutely toxic). (2) The drug is CCCCP(=S)(CCCC)CCCC. The rat oral LD50 is 2.52, given as -log10 of the dose in mol/kg body weight (higher means more acutely toxic). (3) The molecule is CCOCN(C(=O)CCl)c1c(C)cccc1OC(C)C. The rat oral LD50 is 2.04, given as -log10 of the dose in mol/kg body weight (higher means more acutely toxic).